From a dataset of HIV replication inhibition screening data with 41,000+ compounds from the AIDS Antiviral Screen. Binary Classification. Given a drug SMILES string, predict its activity (active/inactive) in a high-throughput screening assay against a specified biological target. (1) The compound is CCSc1sc(=Nc2ccc(N=c3sc(C)c(SC)s3)cc2)sc1-c1ccc(C)cc1. The result is 0 (inactive). (2) The molecule is CCOP(=O)(OCC)C(C#N)=Cc1ccc(OC)cc1. The result is 0 (inactive). (3) The drug is COCn1cnc2c(=O)n(-c3ccc(C)cc3)c(=S)n(-c3ccc(C)cc3)c21. The result is 0 (inactive). (4) The molecule is CCOC(=O)C(Cc1ccc(O)cc1)NC(=O)C(CSSCC(NC(=O)OCc1ccccc1)C(=O)NC(Cc1ccc(O)cc1)C(=O)OCC)NC(=O)OCc1ccccc1. The result is 0 (inactive). (5) The molecule is Cc1cn(C2CC(N=[N+]=[N-])C(COP(=O)(O)OCC3CCC(n4ccc(=N)[nH]c4=O)O3)O2)c(=O)[nH]c1=O. The result is 1 (active).